This data is from Full USPTO retrosynthesis dataset with 1.9M reactions from patents (1976-2016). The task is: Predict the reactants needed to synthesize the given product. Given the product [OH:59][CH2:58][C:55]1[CH:56]=[CH:57][C:52]([C:49]2[CH:48]=[CH:47][C:46]([NH:45][C:11]([C:13]3[CH:14]=[C:15]([S:19]([C:22]4[CH:23]=[C:24]5[C:29](=[C:30]([CH3:32])[CH:31]=4)[N:28]=[CH:27][C:26]([C:33]([NH2:35])=[O:34])=[C:25]5[NH:36][C:37]4[CH:42]=[CH:41][CH:40]=[C:39]([O:43][CH3:44])[CH:38]=4)(=[O:20])=[O:21])[CH:16]=[CH:17][CH:18]=3)=[O:12])=[CH:51][CH:50]=2)=[CH:53][CH:54]=1, predict the reactants needed to synthesize it. The reactants are: OCCCCCCCCN[C:11]([C:13]1[CH:14]=[C:15]([S:19]([C:22]2[CH:23]=[C:24]3[C:29](=[C:30]([CH3:32])[CH:31]=2)[N:28]=[CH:27][C:26]([C:33]([NH2:35])=[O:34])=[C:25]3[NH:36][C:37]2[CH:42]=[CH:41][CH:40]=[C:39]([O:43][CH3:44])[CH:38]=2)(=[O:21])=[O:20])[CH:16]=[CH:17][CH:18]=1)=[O:12].[NH2:45][C:46]1[CH:51]=[CH:50][C:49]([C:52]2[CH:57]=[CH:56][C:55]([CH2:58][OH:59])=[CH:54][CH:53]=2)=[CH:48][CH:47]=1.